Binary Classification. Given two protein amino acid sequences, predict whether they physically interact or not. From a dataset of Human Reference Interactome with 51,813 positive PPI pairs across 8,248 proteins, plus equal number of experimentally-validated negative pairs. (1) Protein 1 (ENSG00000162614) has sequence MNDISQKAEIKEMLASDDEEDVSSKVEKAYVPKLTGTVKGRFAEMEKQRQEEQRKRTEEERKRRIEQDMLEKRKIQRELAKRAEQIEDINNTGTESASEEGDDSLLITVVPVKSYKTSGKMKKNFEDLEKEREEKERIKYEEDKRIRYEEQRPSLKEAKCLSLVMDDEIESEAKKESLSPGKLKLTFEELERQRQENRKKQAEEEARKRLEEEKRAFEEARRQMVNEDEENQDTAKIFKGYRPGKLKLSFEEMERQRREDEKRKAEEEARRRIEEEKKAFAEARRNMVVDDDSPEMYKTI.... Protein 2 (ENSG00000183230) has sequence MSAETPITLNIDPQDLQVQTFTVEKLLEPLIIQVTTLVNCPQNPSSRKKGRSKRASVLLASVEEATWNLLDKGEKIAQEATVLKDELTASLEEVRKESEALKVSAERFTDDPCFLPKREAVVQAARALLAAVTRLLILADMIDVMCLLQHVSAFQRTFESLKNVANKSDLQKTYQKLGKELENLDYLAFKRQQMSAETPITLNIDPQDLQVQTFTVEKLLEPLIIQVTTLVNCPQNPSSRKKGRSKRASVLLASVEEATWNLLDKGEKIAQEATVLKDELTASLEEVRKESEALKVSAER.... Result: 0 (the proteins do not interact). (2) Protein 2 (ENSG00000070495) has sequence MNHKSKKRIREAKRSARPELKDSLDWTRHNYYESFSLSPAAVADNVERADALQLSVEEFVERYERPYKPVVLLNAQEGWSAQEKWTLERLKRKYRNQKFKCGEDNDGYSVKMKMKYYIEYMESTRDDSPLYIFDSSYGEHPKRRKLLEDYKVPKFFTDDLFQYAGEKRRPPYRWFVMGPPRSGTGIHIDPLGTSAWNALVQGHKRWCLFPTSTPRELIKVTRDEGGNQQDEAITWFNVIYPRTQLPTWPPEFKPLEILQKPGETVFVPGGWWHVVLNLDTTIAITQNFASSTNFPVVWHK.... Result: 0 (the proteins do not interact). Protein 1 (ENSG00000153234) has sequence MPCVQAQYGSSPQGASPASQSYSYHSSGEYSSDFLTPEFVKFSMDLTNTEITATTSLPSFSTFMDNYSTGYDVKPPCLYQMPLSGQQSSIKVEDIQMHNYQQHSHLPPQSEEMMPHSGSVYYKPSSPPTPTTPGFQVQHSPMWDDPGSLHNFHQNYVATTHMIEQRKTPVSRLSLFSFKQSPPGTPVSSCQMRFDGPLHVPMNPEPAGSHHVVDGQTFAVPNPIRKPASMGFPGLQIGHASQLLDTQVPSPPSRGSPSNEGLCAVCGDNAACQHYGVRTCEGCKGFFKRTVQKNAKYVCL....